From a dataset of NCI-60 drug combinations with 297,098 pairs across 59 cell lines. Regression. Given two drug SMILES strings and cell line genomic features, predict the synergy score measuring deviation from expected non-interaction effect. Drug 1: CC1=CC2C(CCC3(C2CCC3(C(=O)C)OC(=O)C)C)C4(C1=CC(=O)CC4)C. Drug 2: CC1=C2C(C(=O)C3(C(CC4C(C3C(C(C2(C)C)(CC1OC(=O)C(C(C5=CC=CC=C5)NC(=O)OC(C)(C)C)O)O)OC(=O)C6=CC=CC=C6)(CO4)OC(=O)C)O)C)O. Cell line: MALME-3M. Synergy scores: CSS=31.8, Synergy_ZIP=7.90, Synergy_Bliss=7.11, Synergy_Loewe=-18.5, Synergy_HSA=3.77.